Dataset: Catalyst prediction with 721,799 reactions and 888 catalyst types from USPTO. Task: Predict which catalyst facilitates the given reaction. (1) Reactant: [NH2:1][C:2]1[N:11]=[C:10]([C:12]([N:14]2[CH2:22][C:21]3[C:16](=[CH:17][CH:18]=[CH:19][CH:20]=3)[CH2:15]2)=[O:13])[C:9]2[C:4](=[CH:5][CH:6]=[C:7](I)[CH:8]=2)[N:3]=1.[OH:24][CH2:25][C:26]1[CH:31]=[CH:30][CH:29]=[CH:28][C:27]=1B(O)O.C(=O)([O-])[O-].[K+].[K+].O. Product: [NH2:1][C:2]1[N:11]=[C:10]([C:12]([N:14]2[CH2:22][C:21]3[C:16](=[CH:17][CH:18]=[CH:19][CH:20]=3)[CH2:15]2)=[O:13])[C:9]2[C:4](=[CH:5][CH:6]=[C:7]([C:27]3[CH:28]=[CH:29][CH:30]=[CH:31][C:26]=3[CH2:25][OH:24])[CH:8]=2)[N:3]=1. The catalyst class is: 438. (2) Reactant: [Cl:1][C:2]1[CH:8]=[CH:7][C:5]([NH2:6])=[C:4]([F:9])[CH:3]=1.[Li]CCCC.Cl[Si](C)(C)CC[Si](Cl)(C)C.Cl[C:26]([O:28][CH2:29][C:30]1[CH:35]=[CH:34][CH:33]=[CH:32][CH:31]=1)=[O:27]. Product: [NH2:6][C:5]1[C:4]([F:9])=[C:3]([C:2]([Cl:1])=[CH:8][CH:7]=1)[C:26]([O:28][CH2:29][C:30]1[CH:35]=[CH:34][CH:33]=[CH:32][CH:31]=1)=[O:27]. The catalyst class is: 1. (3) Reactant: [CH2:1]([N:8]1[CH2:12][C@H:11]2[C:13]3[CH:14]=[CH:15][CH:16]=[C:17](Br)[C:18]=3[CH2:19][O:20][C@H:10]2[CH2:9]1)[C:2]1[CH:7]=[CH:6][CH:5]=[CH:4][CH:3]=1.[C:22]1(B(O)O)[CH:27]=[CH:26][CH:25]=[CH:24][CH:23]=1.C(=O)([O-])[O-].[K+].[K+]. Product: [CH2:1]([N:8]1[CH2:12][C@H:11]2[C:13]3[CH:14]=[CH:15][CH:16]=[C:17]([C:22]4[CH:27]=[CH:26][CH:25]=[CH:24][CH:23]=4)[C:18]=3[CH2:19][O:20][C@H:10]2[CH2:9]1)[C:2]1[CH:7]=[CH:6][CH:5]=[CH:4][CH:3]=1. The catalyst class is: 38. (4) Reactant: [CH3:1][O:2][C:3]1[CH:22]=[CH:21][C:6]([CH2:7][N:8]2[N:12]=[N:11][C:10]([C:13]3[CH:14]=[C:15]([CH2:19]O)[CH:16]=[CH:17][CH:18]=3)=[N:9]2)=[CH:5][CH:4]=1.P(Br)(Br)[Br:24]. Product: [Br:24][CH2:19][C:15]1[CH:14]=[C:13]([C:10]2[N:11]=[N:12][N:8]([CH2:7][C:6]3[CH:21]=[CH:22][C:3]([O:2][CH3:1])=[CH:4][CH:5]=3)[N:9]=2)[CH:18]=[CH:17][CH:16]=1. The catalyst class is: 4.